This data is from Orexin1 receptor HTS with 218,158 compounds and 233 confirmed actives. The task is: Binary Classification. Given a drug SMILES string, predict its activity (active/inactive) in a high-throughput screening assay against a specified biological target. The molecule is Clc1c(N2CCN(CC2)c2ccc(O)cc2)ccc([N+]([O-])=O)c1. The result is 0 (inactive).